Task: Predict the product of the given reaction.. Dataset: Forward reaction prediction with 1.9M reactions from USPTO patents (1976-2016) Given the reactants C[O:2][C:3](=[O:32])[C:4]1[CH:9]=[C:8]([NH2:10])[CH:7]=[C:6]([N:11]2[C:15]([CH3:16])=[CH:14][CH:13]=[C:12]2[C:17]2[CH:22]=[C:21]([Cl:23])[CH:20]=[CH:19][C:18]=2[O:24][CH2:25][C:26]2[CH:31]=[CH:30][CH:29]=[CH:28][CH:27]=2)[CH:5]=1, predict the reaction product. The product is: [Cl:23][C:21]1[CH:20]=[CH:19][C:18]([O:24][CH2:25][C:26]2[CH:27]=[CH:28][CH:29]=[CH:30][CH:31]=2)=[C:17]([C:12]2[N:11]([C:6]3[CH:5]=[C:4]([CH:9]=[C:8]([NH2:10])[CH:7]=3)[C:3]([OH:32])=[O:2])[C:15]([CH3:16])=[CH:14][CH:13]=2)[CH:22]=1.